This data is from Full USPTO retrosynthesis dataset with 1.9M reactions from patents (1976-2016). The task is: Predict the reactants needed to synthesize the given product. (1) Given the product [Si:22]([O:21][CH:18]1[CH2:17][CH2:16][CH:15]([CH2:14][C@H:9]([NH:8][C:6](=[O:7])[O:5][C:1]([CH3:4])([CH3:3])[CH3:2])[CH2:10][OH:11])[CH2:20][CH2:19]1)([C:25]([CH3:27])([CH3:28])[CH3:26])([CH3:24])[CH3:23], predict the reactants needed to synthesize it. The reactants are: [C:1]([O:5][C:6]([NH:8][C@@H:9]([CH2:14][CH:15]1[CH2:20][CH2:19][CH:18]([O:21][Si:22]([C:25]([CH3:28])([CH3:27])[CH3:26])([CH3:24])[CH3:23])[CH2:17][CH2:16]1)[C:10](OC)=[O:11])=[O:7])([CH3:4])([CH3:3])[CH3:2].[BH4-].[Na+]. (2) Given the product [Cl:1][C:2]1[CH:3]=[CH:4][C:5]([OH:11])=[C:6]([CH:10]=1)[C:7]([N:18]([CH3:19])[CH3:16])=[O:8], predict the reactants needed to synthesize it. The reactants are: [Cl:1][C:2]1[CH:10]=[C:6]([C:7](O)=[O:8])[C:5]([OH:11])=[CH:4][CH:3]=1.S(Cl)(Cl)=O.[CH2:16]([N:18](CC)[CH2:19]C)C.CNC. (3) The reactants are: [Cl:1][C:2]1[CH:24]=[N:23][CH:22]=[CH:21][C:3]=1[C:4]([NH:6][C:7]1[CH:12]=[C:11]([C:13]([F:19])([F:18])[C:14]([F:17])([F:16])[F:15])[CH:10]=[CH:9][C:8]=1[OH:20])=O.O1CCCC1.C1(P(C2C=CC=CC=2)C2C=CC=CC=2)C=CC=CC=1.N(C(OCC)=O)=NC(OCC)=O. Given the product [Cl:1][C:2]1[CH:24]=[N:23][CH:22]=[CH:21][C:3]=1[C:4]1[O:20][C:8]2[CH:9]=[CH:10][C:11]([C:13]([F:19])([F:18])[C:14]([F:16])([F:17])[F:15])=[CH:12][C:7]=2[N:6]=1, predict the reactants needed to synthesize it.